Dataset: Forward reaction prediction with 1.9M reactions from USPTO patents (1976-2016). Task: Predict the product of the given reaction. Given the reactants Cl[C:2]1[N:7]=[C:6]([NH2:8])[CH:5]=[CH:4][N:3]=1.Cl.[NH:10]1[CH2:13][CH:12]([C:14]#[N:15])[CH2:11]1, predict the reaction product. The product is: [NH2:8][C:6]1[CH:5]=[CH:4][N:3]=[C:2]([N:10]2[CH2:13][CH:12]([C:14]#[N:15])[CH2:11]2)[N:7]=1.